From a dataset of Peptide-MHC class I binding affinity with 185,985 pairs from IEDB/IMGT. Regression. Given a peptide amino acid sequence and an MHC pseudo amino acid sequence, predict their binding affinity value. This is MHC class I binding data. (1) The peptide sequence is NSSIISLFY. The MHC is HLA-A11:01 with pseudo-sequence HLA-A11:01. The binding affinity (normalized) is 0.649. (2) The peptide sequence is QPEWFRNVL. The MHC is HLA-A01:01 with pseudo-sequence HLA-A01:01. The binding affinity (normalized) is 0.0847.